Predict which catalyst facilitates the given reaction. From a dataset of Catalyst prediction with 721,799 reactions and 888 catalyst types from USPTO. (1) Reactant: [F:1][C:2]1[CH:3]=[CH:4][C:5]([N+:23]([O-])=O)=[C:6]([C:8]2[CH:13]=[CH:12][C:11]([CH2:14][NH:15][C:16](=[O:22])[O:17][C:18]([CH3:21])([CH3:20])[CH3:19])=[CH:10][CH:9]=2)[CH:7]=1. Product: [NH2:23][C:5]1[CH:4]=[CH:3][C:2]([F:1])=[CH:7][C:6]=1[C:8]1[CH:9]=[CH:10][C:11]([CH2:14][NH:15][C:16](=[O:22])[O:17][C:18]([CH3:20])([CH3:19])[CH3:21])=[CH:12][CH:13]=1. The catalyst class is: 78. (2) The catalyst class is: 1. Reactant: [N:1]1[CH:6]=[CH:5][CH:4]=[N:3][C:2]=1[C:7]1([OH:17])[CH2:16][CH2:15][C:10]2(OCC[O:11]2)[CH2:9][CH2:8]1.Cl. Product: [OH:17][C:7]1([C:2]2[N:1]=[CH:6][CH:5]=[CH:4][N:3]=2)[CH2:16][CH2:15][C:10](=[O:11])[CH2:9][CH2:8]1. (3) Reactant: [Br:1][C:2]1[CH:3]=[CH:4][C:5](F)=[C:6]([CH:9]=1)[CH:7]=[O:8].[CH3:11][CH:12]1[CH2:17][CH2:16][NH:15][CH2:14][CH2:13]1.C(=O)([O-])[O-].[K+].[K+].O. Product: [Br:1][C:2]1[CH:3]=[CH:4][C:5]([N:15]2[CH2:16][CH2:17][CH:12]([CH3:11])[CH2:13][CH2:14]2)=[C:6]([CH:9]=1)[CH:7]=[O:8]. The catalyst class is: 3.